This data is from Reaction yield outcomes from USPTO patents with 853,638 reactions. The task is: Predict the reaction yield, written as a fraction of the theoretical maximum amount of product (1.0 means a 100% yield; for example, 0.34 means a 34% yield). (1) The reactants are CC[N:3](C1C=CC=CC=1)CC.[C:12]1([CH3:22])[CH:17]=[CH:16][C:15]([S:18](Cl)(=[O:20])=[O:19])=[CH:14][CH:13]=1. The catalyst is C1COCC1. The product is [CH3:22][C:12]1[CH:17]=[CH:16][C:15]([S:18]([NH2:3])(=[O:20])=[O:19])=[CH:14][CH:13]=1. The yield is 0.930. (2) The reactants are [OH:1][C:2]1[CH:11]=[C:10]2[C:5]([C:6]([O:12][C:13]3[CH:18]=[CH:17][C:16]([O:19][CH3:20])=[CH:15][C:14]=3[C:21](=[O:23])[CH3:22])=[CH:7][CH:8]=[N:9]2)=[CH:4][C:3]=1[O:24][CH3:25].[N:26]1([C:32](Cl)=[O:33])[CH2:31][CH2:30][O:29][CH2:28][CH2:27]1.C(=O)([O-])[O-].[K+].[K+].O. The catalyst is CN(C)C=O. The product is [N:26]1([C:32]([O:1][C:2]2[CH:11]=[C:10]3[C:5]([C:6]([O:12][C:13]4[CH:18]=[CH:17][C:16]([O:19][CH3:20])=[CH:15][C:14]=4[C:21](=[O:23])[CH3:22])=[CH:7][CH:8]=[N:9]3)=[CH:4][C:3]=2[O:24][CH3:25])=[O:33])[CH2:31][CH2:30][O:29][CH2:28][CH2:27]1. The yield is 0.150. (3) The product is [C:12]([O:15][C@@H:16]1[CH2:34][CH2:33][C@@:32]2([CH3:35])[C@H:18]([CH2:19][CH2:20][C@@H:21]3[C:31]2=[CH:30][CH2:29][C@@:28]2([CH3:36])[C@H:22]3[CH2:23][CH:24]=[C:25]2[C@H:26]([CH3:27])/[CH:8]=[CH:7]/[C:6]([O:10][CH3:11])=[O:9])[CH2:17]1)(=[O:14])[CH3:13]. The yield is 0.680. The catalyst is C(Cl)Cl. The reactants are [Cl-].[Cl-].C([Al+2])C.[C:6]([O:10][CH3:11])(=[O:9])[C:7]#[CH:8].[C:12]([O:15][C@@H:16]1[CH2:34][CH2:33][C@@:32]2([CH3:35])[C@H:18]([CH2:19][CH2:20][C@@H:21]3[C:31]2=[CH:30][CH2:29][C@@:28]2([CH3:36])[C@H:22]3[CH2:23][CH2:24]/[C:25]/2=[CH:26]/[CH3:27])[CH2:17]1)(=[O:14])[CH3:13].O.